Dataset: Catalyst prediction with 721,799 reactions and 888 catalyst types from USPTO. Task: Predict which catalyst facilitates the given reaction. (1) Reactant: [F:1][C:2]1[CH:3]=[C:4]([CH2:9][C:10]([NH:13]C=O)([CH3:12])[CH3:11])[CH:5]=[CH:6][C:7]=1[F:8].Cl.[OH-].[Na+]. Product: [F:1][C:2]1[CH:3]=[C:4]([CH2:9][C:10]([NH2:13])([CH3:11])[CH3:12])[CH:5]=[CH:6][C:7]=1[F:8]. The catalyst class is: 8. (2) Reactant: [CH3:1][C@@:2]12[C:10](=[O:11])[CH2:9][CH2:8][C@H:7]1[C@@H:6]1[CH2:12][CH:13]=[C:14]3[CH2:19][C@@H:18]([OH:20])[CH2:17][CH2:16][C@:15]3([CH3:21])[C@H:5]1[CH2:4][CH2:3]2.N1C=CC=CC=1.[C:28](OC(=O)C)(=[O:30])[CH3:29]. Product: [CH3:29][C:28]([O:20][C@@H:18]1[CH2:19][C:14]2[C@@:15]([CH3:21])([C@@H:5]3[C@@H:6]([CH2:12][CH:13]=2)[C@@H:7]2[CH2:8][CH2:9][C:10](=[O:11])[C@@:2]2([CH3:1])[CH2:3][CH2:4]3)[CH2:16][CH2:17]1)=[O:30]. The catalyst class is: 4. (3) Reactant: [CH3:1][C:2]1[N:3]=[C:4]([NH2:13])[S:5][C:6]=1[C:7]1[CH:12]=[CH:11][N:10]=[CH:9][CH:8]=1.[N:14]([CH2:17][C:18]([O:20][CH2:21][CH3:22])=[O:19])=[C:15]=[O:16].C(OCC)(=O)C. Product: [CH2:21]([O:20][C:18](=[O:19])[CH2:17][NH:14][C:15]([NH:13][C:4]1[S:5][C:6]([C:7]2[CH:12]=[CH:11][N:10]=[CH:9][CH:8]=2)=[C:2]([CH3:1])[N:3]=1)=[O:16])[CH3:22]. The catalyst class is: 3. (4) Reactant: [NH2:1][C:2]1[N:7]=[C:6]([C:8]2[O:9][CH:10]=[CH:11][CH:12]=2)[C:5]([C:13]2[CH:18]=[CH:17][N:16]=[C:15]([N:19]3[CH2:24][CH2:23][CH:22]([C:25]([O:27]CC)=[O:26])[CH2:21][CH2:20]3)[CH:14]=2)=[C:4]([C:30]2[O:31][CH:32]=[CH:33][CH:34]=2)[N:3]=1.[OH-].[Na+]. Product: [NH2:1][C:2]1[N:3]=[C:4]([C:30]2[O:31][CH:32]=[CH:33][CH:34]=2)[C:5]([C:13]2[CH:18]=[CH:17][N:16]=[C:15]([N:19]3[CH2:20][CH2:21][CH:22]([C:25]([OH:27])=[O:26])[CH2:23][CH2:24]3)[CH:14]=2)=[C:6]([C:8]2[O:9][CH:10]=[CH:11][CH:12]=2)[N:7]=1. The catalyst class is: 5. (5) Reactant: [C:1]([O:5][C:6]([N:8]1[CH2:13][CH2:12][C:11](=[CH:14][C:15]([OH:17])=O)[CH2:10][CH2:9]1)=[O:7])([CH3:4])([CH3:3])[CH3:2].Cl.CN(C)CCCN=C=NCC.[CH3:30][N:31]([C@@H:48]([C:56](=[O:59])[NH:57][CH3:58])[CH2:49][C:50]1[CH:55]=[CH:54][CH:53]=[CH:52][CH:51]=1)[C:32](=[O:47])[C@H:33]([NH:45][CH3:46])[CH2:34][C:35]1[CH:44]=[CH:43][C:42]2[C:37](=[CH:38][CH:39]=[CH:40][CH:41]=2)[CH:36]=1. Product: [C:1]([O:5][C:6]([N:8]1[CH2:9][CH2:10][C:11](=[CH:14][C:15](=[O:17])[N:45]([CH3:46])[C@@H:33]([C:32](=[O:47])[N:31]([CH3:30])[C@@H:48]([C:56](=[O:59])[NH:57][CH3:58])[CH2:49][C:50]2[CH:55]=[CH:54][CH:53]=[CH:52][CH:51]=2)[CH2:34][C:35]2[CH:44]=[CH:43][C:42]3[C:37](=[CH:38][CH:39]=[CH:40][CH:41]=3)[CH:36]=2)[CH2:12][CH2:13]1)=[O:7])([CH3:2])([CH3:3])[CH3:4]. The catalyst class is: 2. (6) Reactant: [CH3:1][C:2]1([CH3:36])[CH2:7][NH:6][CH2:5][CH2:4][N:3]1[CH2:8][C:9]1[N:10]([CH3:35])[C:11]2[C:16]([N:17]=1)=[C:15]([N:18]1[CH2:23][CH2:22][O:21][CH2:20][CH2:19]1)[N:14]=[C:13]([N:24]1[C:28]3[CH:29]=[CH:30][CH:31]=[CH:32][C:27]=3[N:26]=[C:25]1[CH2:33][CH3:34])[N:12]=2.[OH:37][C:38]([CH3:43])([CH3:42])[C:39](O)=[O:40].CN(C(ON1N=NC2C=CC=NC1=2)=[N+](C)C)C.F[P-](F)(F)(F)(F)F.CCN(C(C)C)C(C)C. Product: [CH2:33]([C:25]1[N:24]([C:13]2[N:12]=[C:11]3[C:16]([N:17]=[C:9]([CH2:8][N:3]4[CH2:4][CH2:5][N:6]([C:39](=[O:40])[C:38]([OH:37])([CH3:43])[CH3:42])[CH2:7][C:2]4([CH3:1])[CH3:36])[N:10]3[CH3:35])=[C:15]([N:18]3[CH2:23][CH2:22][O:21][CH2:20][CH2:19]3)[N:14]=2)[C:28]2[CH:29]=[CH:30][CH:31]=[CH:32][C:27]=2[N:26]=1)[CH3:34]. The catalyst class is: 2. (7) Reactant: [F:1][C:2]1[CH:3]=[C:4]2[C:8](=[CH:9][CH:10]=1)[NH:7][C:6](=[O:11])[C:5]2=O.[CH3:13][CH2:14][C:15]([C:17]1[CH:22]=[CH:21][C:20]([Br:23])=[CH:19][CH:18]=1)=O.[OH-:24].[K+].O. Product: [Br:23][C:20]1[CH:19]=[CH:18][C:17]([C:15]2[C:14]([CH3:13])=[C:5]([C:6]([OH:11])=[O:24])[C:4]3[C:8](=[CH:9][CH:10]=[C:2]([F:1])[CH:3]=3)[N:7]=2)=[CH:22][CH:21]=1. The catalyst class is: 621.